From a dataset of Full USPTO retrosynthesis dataset with 1.9M reactions from patents (1976-2016). Predict the reactants needed to synthesize the given product. (1) Given the product [CH2:10]([N:12]([CH2:13][CH3:14])[C:7]([CH:4]1[CH2:5][CH2:6][O:1][CH2:2][CH2:3]1)=[O:8])[CH3:11], predict the reactants needed to synthesize it. The reactants are: [O:1]1[CH2:6][CH2:5][CH:4]([C:7](Cl)=[O:8])[CH2:3][CH2:2]1.[CH2:10]([NH:12][CH2:13][CH3:14])[CH3:11].C1(C)C=CC=CC=1. (2) The reactants are: [CH2:1]([NH:5][C:6]1[N:7]=[CH:8][C:9]2[C:14]([C:15]3[CH:20]=[CH:19][C:18]([F:21])=[CH:17][CH:16]=3)=[CH:13][N:12]([C@H:22]3[CH2:27][CH2:26][C@H:25]([O:28][Si](C(C)(C)C)(C)C)[CH2:24][CH2:23]3)[C:10]=2[N:11]=1)[CH2:2][CH2:3][CH3:4]. Given the product [CH2:1]([NH:5][C:6]1[N:7]=[CH:8][C:9]2[C:14]([C:15]3[CH:20]=[CH:19][C:18]([F:21])=[CH:17][CH:16]=3)=[CH:13][N:12]([C@H:22]3[CH2:23][CH2:24][C@H:25]([OH:28])[CH2:26][CH2:27]3)[C:10]=2[N:11]=1)[CH2:2][CH2:3][CH3:4], predict the reactants needed to synthesize it. (3) Given the product [F:18][C:2]([F:1])([F:17])[C:3]1[CH:8]=[CH:7][C:6]([CH2:9][NH:10][C:32]([NH:31][C:35]2[C:44]3[NH:43][C:42](=[O:45])[CH2:41][O:40][C:39]=3[CH:38]=[CH:37][CH:36]=2)=[O:33])=[C:5]([N:11]2[CH2:16][CH2:15][CH2:14][CH2:13][CH2:12]2)[CH:4]=1, predict the reactants needed to synthesize it. The reactants are: [F:1][C:2]([F:18])([F:17])[C:3]1[CH:8]=[CH:7][C:6]([CH2:9][NH2:10])=[C:5]([N:11]2[CH2:16][CH2:15][CH2:14][CH2:13][CH2:12]2)[CH:4]=1.ClC(Cl)(OC(=O)OC(Cl)(Cl)Cl)Cl.[N-:31]=[C:32]=[O:33].N[C:35]1[C:44]2[NH:43][C:42](=[O:45])[CH2:41][O:40][C:39]=2[CH:38]=[CH:37][CH:36]=1. (4) Given the product [CH2:1]([O:5][CH2:6][CH2:7][O:8][C:9]1[CH:10]=[CH:11][C:12]([C:15]2[CH:16]=[CH:17][C:18]3[N:24]([CH2:25][CH:26]([CH3:27])[CH3:28])[CH2:23][CH2:22][C:21]([C:29]([NH:31][C:32]4[CH:33]=[CH:34][C:35]([S:38]([CH2:39][C:40]5[N:41]([CH2:45][CH2:46][CH2:47][CH2:48][CH3:49])[CH:42]=[CH:43][N:44]=5)=[O:59])=[CH:36][CH:37]=4)=[O:30])=[CH:20][C:19]=3[CH:50]=2)=[CH:13][CH:14]=1)[CH2:2][CH2:3][CH3:4], predict the reactants needed to synthesize it. The reactants are: [CH2:1]([O:5][CH2:6][CH2:7][O:8][C:9]1[CH:14]=[CH:13][C:12]([C:15]2[CH:16]=[CH:17][C:18]3[N:24]([CH2:25][CH:26]([CH3:28])[CH3:27])[CH2:23][CH2:22][C:21]([C:29]([NH:31][C:32]4[CH:37]=[CH:36][C:35]([S:38][CH2:39][C:40]5[N:41]([CH2:45][CH2:46][CH2:47][CH2:48][CH3:49])[CH:42]=[CH:43][N:44]=5)=[CH:34][CH:33]=4)=[O:30])=[CH:20][C:19]=3[CH:50]=2)=[CH:11][CH:10]=1)[CH2:2][CH2:3][CH3:4].ClC1C=CC=C(C(OO)=[O:59])C=1.S([O-])([O-])(=O)=S.[Na+].[Na+]. (5) Given the product [Cl:1][C:2]1[CH:7]=[CH:6][C:5]([O:8][C:29]2[CH:28]=[CH:27][C:21]([C:22]([O:24][CH2:25][CH3:26])=[O:23])=[C:20]([F:19])[CH:30]=2)=[CH:4][C:3]=1[C:9]([F:10])([F:11])[F:12], predict the reactants needed to synthesize it. The reactants are: [Cl:1][C:2]1[CH:7]=[CH:6][C:5]([OH:8])=[CH:4][C:3]=1[C:9]([F:12])([F:11])[F:10].C(=O)([O-])[O-].[K+].[K+].[F:19][C:20]1[CH:30]=[C:29](F)[CH:28]=[CH:27][C:21]=1[C:22]([O:24][CH2:25][CH3:26])=[O:23]. (6) Given the product [C:1]1([C@H:7]([O:9][C:10]([NH:12][C:13]2[CH:17]=[CH:16][O:15][C:14]=2[C:18]2[CH:23]=[CH:22][C:21]([C:24]3[CH:25]=[CH:26][C:27]([C:30]4([C:33]([OH:35])=[O:34])[CH2:31][CH2:32]4)=[CH:28][CH:29]=3)=[CH:20][CH:19]=2)=[O:11])[CH3:8])[CH:6]=[CH:5][CH:4]=[CH:3][CH:2]=1, predict the reactants needed to synthesize it. The reactants are: [C:1]1([C@H:7]([O:9][C:10]([NH:12][C:13]2[CH:17]=[CH:16][O:15][C:14]=2[C:18]2[CH:23]=[CH:22][C:21]([C:24]3[CH:29]=[CH:28][C:27]([C:30]4([C:33]([O:35]C)=[O:34])[CH2:32][CH2:31]4)=[CH:26][CH:25]=3)=[CH:20][CH:19]=2)=[O:11])[CH3:8])[CH:6]=[CH:5][CH:4]=[CH:3][CH:2]=1.O[Li].O.O1CCOCC1. (7) Given the product [CH3:1][O:2][C:3]1[CH:8]=[C:7]([CH2:9][NH2:10])[N:6]=[C:5]([C:11]2[CH:16]=[CH:15][CH:14]=[CH:13][N:12]=2)[CH:4]=1, predict the reactants needed to synthesize it. The reactants are: [CH3:1][O:2][C:3]1[CH:8]=[C:7]([C:9]#[N:10])[N:6]=[C:5]([C:11]2[CH:16]=[CH:15][CH:14]=[CH:13][N:12]=2)[CH:4]=1.